This data is from Forward reaction prediction with 1.9M reactions from USPTO patents (1976-2016). The task is: Predict the product of the given reaction. (1) Given the reactants [N:1]1([C:6]2[CH:11]=[C:10]([NH:12][CH:13]3[CH2:18][CH2:17][O:16][CH2:15][CH2:14]3)[N:9]3[N:19]=[C:20]([C:22](=O)[C:23](=O)C)[CH:21]=[C:8]3[N:7]=2)[CH2:5][CH2:4][CH2:3][CH2:2]1.[NH2:27][C:28]1[CH:29]=[N:30][CH:31]=[CH:32][C:33]=1[NH2:34].[CH3:35]O, predict the reaction product. The product is: [CH3:23][C:22]1([C:20]2[CH:21]=[C:8]3[N:7]=[C:6]([N:1]4[CH2:2][CH2:3][CH2:4][CH2:5]4)[CH:11]=[C:10]([NH:12][CH:13]4[CH2:14][CH2:15][O:16][CH2:17][CH2:18]4)[N:9]3[N:19]=2)[N:27]=[C:28]2[CH:29]=[N:30][CH:31]=[CH:32][C:33]2=[N:34][CH2:35]1. (2) Given the reactants [Cl:1][C:2]1[C:3](I)=[C:4]2[C:14](=[CH:15][CH:16]=1)[C:7]1([O:11][C:10](=[O:12])[NH:9][C:8]1=[O:13])[CH2:6][CH2:5]2.[C:18]([Zn]C#N)#[N:19], predict the reaction product. The product is: [Cl:1][C:2]1[CH:16]=[CH:15][C:14]2[C:7]3([O:11][C:10](=[O:12])[NH:9][C:8]3=[O:13])[CH2:6][CH2:5][C:4]=2[C:3]=1[C:18]#[N:19]. (3) Given the reactants C([O:3][C:4](=[O:38])[CH2:5][N:6]([CH2:15][C:16]1[CH:21]=[CH:20][CH:19]=[C:18]([CH2:22][O:23][C:24]2[CH:29]=[CH:28][C:27]([C:30]3[CH:35]=[CH:34][C:33]([F:36])=[CH:32][C:31]=3[F:37])=[CH:26][CH:25]=2)[CH:17]=1)[C:7]([C:9]1[N:10]([CH3:14])[CH:11]=[CH:12][N:13]=1)=[O:8])C.[OH-].[Li+], predict the reaction product. The product is: [F:37][C:31]1[CH:32]=[C:33]([F:36])[CH:34]=[CH:35][C:30]=1[C:27]1[CH:26]=[CH:25][C:24]([O:23][CH2:22][C:18]2[CH:17]=[C:16]([CH:21]=[CH:20][CH:19]=2)[CH2:15][N:6]([CH2:5][C:4]([OH:38])=[O:3])[C:7]([C:9]2[N:10]([CH3:14])[CH:11]=[CH:12][N:13]=2)=[O:8])=[CH:29][CH:28]=1. (4) Given the reactants [Cl:1][C:2]1[CH:3]=[C:4]([CH:21]=[CH:22][C:23]=1[Cl:24])[O:5][CH2:6][C@@H:7]([N:11]1[CH:15]=[C:14]([C:16](OCC)=[O:17])[N:13]=[CH:12]1)[C@@H:8]([OH:10])[CH3:9].[OH-].[NH4+:26], predict the reaction product. The product is: [Cl:1][C:2]1[CH:3]=[C:4]([CH:21]=[CH:22][C:23]=1[Cl:24])[O:5][CH2:6][C@@H:7]([N:11]1[CH:15]=[C:14]([C:16]([NH2:26])=[O:17])[N:13]=[CH:12]1)[C@@H:8]([OH:10])[CH3:9]. (5) The product is: [ClH:1].[CH:18]1([C:16]2[CH:17]=[C:13]([NH:12][C:10]3[C:9]4[CH2:8][CH2:7][CH2:6][CH2:5][C:4]=4[N:3]4[C:21](=[O:29])[C:22]5[CH:28]=[CH:27][CH:26]=[CH:25][C:23]=5[N:24]=[C:2]4[N:11]=3)[NH:14][N:15]=2)[CH2:20][CH2:19]1. Given the reactants [Cl:1][CH:2]1[N:11]=[C:10]([NH:12][C:13]2[NH:14][N:15]=[C:16]([CH:18]3[CH2:20][CH2:19]3)[CH:17]=2)[C:9]2[CH2:8][CH2:7][CH2:6][CH2:5][C:4]=2[NH:3]1.[C:21](OC)(=[O:29])[C:22]1[C:23](=[CH:25][CH:26]=[CH:27][CH:28]=1)[NH2:24].C(OCC)(=O)C.C(=O)(O)[O-].[Na+], predict the reaction product. (6) Given the reactants Br[CH2:2][CH2:3][O:4][CH2:5][CH2:6]Br.[NH2:8][C:9]1[C:10]([O:20][CH3:21])=[CH:11][C:12]([Cl:19])=[C:13]([CH:18]=1)[C:14]([O:16][CH3:17])=[O:15].C(=O)([O-])[O-].[K+].[K+], predict the reaction product. The product is: [Cl:19][C:12]1[CH:11]=[C:10]([O:20][CH3:21])[C:9]([N:8]2[CH2:6][CH2:5][O:4][CH2:3][CH2:2]2)=[CH:18][C:13]=1[C:14]([O:16][CH3:17])=[O:15]. (7) Given the reactants [H-].[Na+].CI.[Cl:5][C:6]1[CH:11]=[CH:10][N:9]=[C:8]2[CH:12]=[C:13]([C:15]([N:17]3[CH2:21][CH2:20][CH:19]([CH2:22][NH:23][C:24](=O)OC(C)(C)C)[CH2:18]3)=[O:16])[S:14][C:7]=12, predict the reaction product. The product is: [Cl:5][C:6]1[CH:11]=[CH:10][N:9]=[C:8]2[CH:12]=[C:13]([C:15]([N:17]3[CH2:21][CH2:20][CH:19]([CH2:22][NH:23][CH3:24])[CH2:18]3)=[O:16])[S:14][C:7]=12.